Dataset: Catalyst prediction with 721,799 reactions and 888 catalyst types from USPTO. Task: Predict which catalyst facilitates the given reaction. Reactant: [CH3:1][N:2]1[CH2:8][CH2:7][CH:6](O)[C:5]2[CH:10]=[CH:11][C:12]([C:14]3[N:15]=[N:16][CH:17]=[CH:18][CH:19]=3)=[CH:13][C:4]=2[CH2:3]1.FC1C=CC(O)=CC=1. Product: [CH3:1][N:2]1[CH2:8][CH2:7][CH2:6][C:5]2[CH:10]=[CH:11][C:12]([C:14]3[N:15]=[N:16][CH:17]=[CH:18][CH:19]=3)=[CH:13][C:4]=2[CH2:3]1. The catalyst class is: 266.